This data is from NCI-60 drug combinations with 297,098 pairs across 59 cell lines. The task is: Regression. Given two drug SMILES strings and cell line genomic features, predict the synergy score measuring deviation from expected non-interaction effect. (1) Drug 1: C1=NNC2=C1C(=O)NC=N2. Drug 2: B(C(CC(C)C)NC(=O)C(CC1=CC=CC=C1)NC(=O)C2=NC=CN=C2)(O)O. Cell line: SNB-19. Synergy scores: CSS=39.4, Synergy_ZIP=2.78, Synergy_Bliss=0.855, Synergy_Loewe=-46.9, Synergy_HSA=-2.81. (2) Drug 1: CC1=C2C(C(=O)C3(C(CC4C(C3C(C(C2(C)C)(CC1OC(=O)C(C(C5=CC=CC=C5)NC(=O)OC(C)(C)C)O)O)OC(=O)C6=CC=CC=C6)(CO4)OC(=O)C)OC)C)OC. Drug 2: CCC1=C2CN3C(=CC4=C(C3=O)COC(=O)C4(CC)O)C2=NC5=C1C=C(C=C5)O. Cell line: DU-145. Synergy scores: CSS=67.9, Synergy_ZIP=7.06, Synergy_Bliss=6.92, Synergy_Loewe=3.42, Synergy_HSA=9.17. (3) Drug 1: C1=NC2=C(N=C(N=C2N1C3C(C(C(O3)CO)O)O)F)N. Drug 2: CC1=C(C=C(C=C1)NC(=O)C2=CC=C(C=C2)CN3CCN(CC3)C)NC4=NC=CC(=N4)C5=CN=CC=C5. Cell line: SK-MEL-28. Synergy scores: CSS=5.97, Synergy_ZIP=-4.47, Synergy_Bliss=-2.21, Synergy_Loewe=-1.12, Synergy_HSA=-0.612. (4) Drug 1: CCC1=CC2CC(C3=C(CN(C2)C1)C4=CC=CC=C4N3)(C5=C(C=C6C(=C5)C78CCN9C7C(C=CC9)(C(C(C8N6C)(C(=O)OC)O)OC(=O)C)CC)OC)C(=O)OC.C(C(C(=O)O)O)(C(=O)O)O. Drug 2: CC1C(C(CC(O1)OC2CC(CC3=C2C(=C4C(=C3O)C(=O)C5=C(C4=O)C(=CC=C5)OC)O)(C(=O)CO)O)N)O.Cl. Cell line: UACC-257. Synergy scores: CSS=40.8, Synergy_ZIP=1.93, Synergy_Bliss=2.07, Synergy_Loewe=-2.28, Synergy_HSA=1.92. (5) Drug 1: C1=C(C(=O)NC(=O)N1)N(CCCl)CCCl. Drug 2: C1=CC(=CC=C1CC(C(=O)O)N)N(CCCl)CCCl.Cl. Cell line: A498. Synergy scores: CSS=15.3, Synergy_ZIP=-1.93, Synergy_Bliss=8.37, Synergy_Loewe=2.34, Synergy_HSA=6.07.